Dataset: Forward reaction prediction with 1.9M reactions from USPTO patents (1976-2016). Task: Predict the product of the given reaction. (1) Given the reactants [NH2:1][CH:2]([C:11]1[C:16]([O:17][CH3:18])=[CH:15][CH:14]=[CH:13][C:12]=1[O:19][CH3:20])[CH2:3][CH:4]([CH3:10])[C:5]([O:7]CC)=O.[CH3:21][O:22][C:23]1[CH:30]=[CH:29][C:28]([O:31][C:32]([F:35])([F:34])[F:33])=[CH:27][C:24]=1[CH:25]=O, predict the reaction product. The product is: [CH3:18][O:17][C:16]1[CH:15]=[CH:14][CH:13]=[C:12]([O:19][CH3:20])[C:11]=1[CH:2]1[N:1]([CH2:25][C:24]2[CH:27]=[C:28]([O:31][C:32]([F:33])([F:34])[F:35])[CH:29]=[CH:30][C:23]=2[O:22][CH3:21])[C:5](=[O:7])[CH:4]([CH3:10])[CH2:3]1. (2) Given the reactants [CH2:1]([O:8][C:9]([N:11]1[CH2:15][CH2:14][C@@H:13]([C:16]([OH:18])=[O:17])[CH2:12]1)=[O:10])[C:2]1[CH:7]=[CH:6][CH:5]=[CH:4][CH:3]=1.[CH3:19]O, predict the reaction product. The product is: [CH3:19][O:17][C:16]([C@@H:13]1[CH2:14][CH2:15][N:11]([C:9]([O:8][CH2:1][C:2]2[CH:3]=[CH:4][CH:5]=[CH:6][CH:7]=2)=[O:10])[CH2:12]1)=[O:18].